From a dataset of Reaction yield outcomes from USPTO patents with 853,638 reactions. Predict the reaction yield, written as a fraction of the theoretical maximum amount of product (1.0 means a 100% yield; for example, 0.34 means a 34% yield). (1) The product is [N:1]1([C:10]2[N:14]([CH3:15])[N:13]=[C:12]([CH3:16])[C:11]=2/[CH:17]=[CH:18]/[C:19]([N-:21][S:22]([CH2:25][CH2:26][CH2:27][CH2:28][CH3:29])(=[O:24])=[O:23])=[O:20])[C:9]2[C:4](=[CH:5][CH:6]=[CH:7][CH:8]=2)[CH:3]=[CH:2]1.[K+:34]. The yield is 0.990. The catalyst is CO. The reactants are [N:1]1([C:10]2[N:14]([CH3:15])[N:13]=[C:12]([CH3:16])[C:11]=2/[CH:17]=[CH:18]/[C:19]([NH:21][S:22]([CH2:25][CH2:26][CH2:27][CH2:28][CH3:29])(=[O:24])=[O:23])=[O:20])[C:9]2[C:4](=[CH:5][CH:6]=[CH:7][CH:8]=2)[CH:3]=[CH:2]1.C(=O)([O-])O.[K+:34]. (2) The reactants are [NH2:1][C:2]1[S:3][CH:4]=[N:5][N:6]=1.[CH2:7]([C:11]1[CH:16]=[CH:15][C:14]([S:17](Cl)(=[O:19])=[O:18])=[CH:13][CH:12]=1)[CH2:8][CH2:9][CH3:10].O. The catalyst is N1C=CC=CC=1. The product is [CH2:7]([C:11]1[CH:16]=[CH:15][C:14]([S:17]([NH:1][C:2]2[S:3][CH:4]=[N:5][N:6]=2)(=[O:19])=[O:18])=[CH:13][CH:12]=1)[CH2:8][CH2:9][CH3:10]. The yield is 0.590. (3) The reactants are [CH3:1][S:2]([C:5]1[CH:6]=[C:7]([C:11]2[N:16]3[N:17]=[C:18]([NH2:20])[N:19]=[C:15]3[CH:14]=[CH:13][CH:12]=2)[CH:8]=[CH:9][CH:10]=1)(=[O:4])=[O:3].Br[C:22]1[CH:27]=[CH:26][CH:25]=[C:24]([O:28][CH3:29])[CH:23]=1. No catalyst specified. The product is [CH3:1][S:2]([C:5]1[CH:6]=[C:7]([C:11]2[N:16]3[N:17]=[C:18]([NH:20][C:22]4[CH:27]=[CH:26][CH:25]=[C:24]([O:28][CH3:29])[CH:23]=4)[N:19]=[C:15]3[CH:14]=[CH:13][CH:12]=2)[CH:8]=[CH:9][CH:10]=1)(=[O:3])=[O:4]. The yield is 0.750. (4) The reactants are [C:1]([S@:5]([NH2:7])=[O:6])([CH3:4])([CH3:3])[CH3:2].[Br:8][C:9]1[N:14]=[C:13]([C:15](=O)[CH3:16])[C:12]([F:18])=[C:11]([Si:19]([CH2:24][CH3:25])([CH2:22][CH3:23])[CH2:20][CH3:21])[CH:10]=1. The catalyst is C1COCC1.[Cl-].[Na+].O. The product is [Br:8][C:9]1[N:14]=[C:13](/[C:15](=[N:7]/[S@@:5]([C:1]([CH3:4])([CH3:3])[CH3:2])=[O:6])/[CH3:16])[C:12]([F:18])=[C:11]([Si:19]([CH2:22][CH3:23])([CH2:20][CH3:21])[CH2:24][CH3:25])[CH:10]=1. The yield is 0.820. (5) The reactants are [Cl:1][CH2:2][C:3](=O)[CH2:4]Cl.[N:7]1[CH:12]=[CH:11][CH:10]=[CH:9][C:8]=1[NH2:13]. The catalyst is COCCOC.C(O)C. The product is [Cl:1][CH2:2][C:3]1[N:13]=[C:8]2[CH:9]=[CH:10][CH:11]=[CH:12][N:7]2[CH:4]=1. The yield is 0.300.